Dataset: Catalyst prediction with 721,799 reactions and 888 catalyst types from USPTO. Task: Predict which catalyst facilitates the given reaction. (1) Reactant: [N:1]([O-])=O.[Na+].[F:5][C:6]1[CH:12]=[C:11]([O:13][C:14]([F:17])([F:16])[F:15])[CH:10]=[CH:9][C:7]=1[NH2:8].Cl.[CH3:19][O:20][CH2:21][C:22](=[O:28])[CH2:23][C:24]([O:26][CH3:27])=[O:25].C([O-])(=O)C.[Na+]. Product: [F:5][C:6]1[CH:12]=[C:11]([O:13][C:14]([F:15])([F:16])[F:17])[CH:10]=[CH:9][C:7]=1[NH:8][N:1]=[C:23]([C:22](=[O:28])[CH2:21][O:20][CH3:19])[C:24]([O:26][CH3:27])=[O:25]. The catalyst class is: 72. (2) Reactant: O=[C:2]1[CH2:7][CH2:6][C:5]([CH2:14][CH2:15][C:16]#[N:17])(C2C=NC=CN=2)[CH2:4][CH2:3]1.C1(N)CC1.[BH-](OC(C)=O)(OC(C)=O)OC(C)=O.[Na+].C([O-])(O)=O.[Na+]. Product: [CH2:15]1[C@@H:16]([NH2:17])[C@@H:14]1[C:5]1[CH:4]=[CH:3][CH:2]=[CH:7][CH:6]=1. The catalyst class is: 477. (3) Reactant: C(OC([N:8]([C:16]1[CH:21]=[CH:20][C:19]([CH2:22][NH:23][C:24](=[O:48])[NH:25][C:26]2[CH:31]=[CH:30][C:29]([C:32]3[CH:37]=[CH:36][C:35]([C:38](=[O:43])[NH:39][CH2:40][CH2:41][OH:42])=[C:34]([NH:44][CH2:45][CH3:46])[N:33]=3)=[CH:28][C:27]=2[F:47])=[CH:18][N:17]=1)C(OC(C)(C)C)=O)=O)(C)(C)C.C(O)(C(F)(F)F)=O. Product: [NH2:8][C:16]1[N:17]=[CH:18][C:19]([CH2:22][NH:23][C:24](=[O:48])[NH:25][C:26]2[CH:31]=[CH:30][C:29]([C:32]3[CH:37]=[CH:36][C:35]([C:38]([NH:39][CH2:40][CH2:41][OH:42])=[O:43])=[C:34]([NH:44][CH2:45][CH3:46])[N:33]=3)=[CH:28][C:27]=2[F:47])=[CH:20][CH:21]=1. The catalyst class is: 2. (4) Reactant: [C:1]([O:5][C:6]([N:8]1[CH2:13][CH2:12][CH:11](OS(C2C=CC(C)=CC=2)(=O)=O)[CH2:10][CH2:9]1)=[O:7])([CH3:4])([CH3:3])[CH3:2].[CH3:25][C@H:26]1[CH2:30][CH2:29][CH2:28][NH:27]1.C([O-])([O-])=O.[K+].[K+].O. Product: [C:1]([O:5][C:6]([N:8]1[CH2:9][CH2:10][CH:11]([N:27]2[CH2:28][CH2:29][CH2:30][C@@H:26]2[CH3:25])[CH2:12][CH2:13]1)=[O:7])([CH3:2])([CH3:3])[CH3:4]. The catalyst class is: 10. (5) Reactant: Br[C:2]1[CH:10]=[CH:9][C:5]2[O:6][CH2:7][O:8][C:4]=2[C:3]=1[CH:11]=[O:12].[C:13]([Cu])#[N:14].O. Product: [C:13]([C:2]1[CH:10]=[CH:9][C:5]2[O:6][CH2:7][O:8][C:4]=2[C:3]=1[CH:11]=[O:12])#[N:14]. The catalyst class is: 37. (6) Reactant: [Cl-].[CH3:2][N:3]1[C:7]([CH:8]([N+:16]#N)[CH2:9][C:10]2[CH:15]=[CH:14][CH:13]=[CH:12][CH:11]=2)=[CH:6][N:5]=[CH:4]1.C1(P(C2C=CC=CC=2)C2C=CC=CC=2)C=CC=CC=1.O. Product: [CH3:2][N:3]1[C:7]([CH:8]([NH2:16])[CH2:9][C:10]2[CH:11]=[CH:12][CH:13]=[CH:14][CH:15]=2)=[CH:6][N:5]=[CH:4]1. The catalyst class is: 1. (7) Reactant: CCOCC.C([Zn:8][CH2:9][CH3:10])C.[C:11]1([OH:17])[CH:16]=[CH:15][CH:14]=[CH:13][CH:12]=1. Product: [CH2:9]([Zn:8][O:17][C:11]1[CH:16]=[CH:15][CH:14]=[CH:13][CH:12]=1)[CH3:10]. The catalyst class is: 81. (8) Reactant: C(O)(C(F)(F)F)=O.C(OC([N:15]1[C:23]2[C:18](=[C:19]([NH:24][C:25]3[C:33]4[C:28](=[CH:29][N:30]=[CH:31][CH:32]=4)[O:27][C:26]=3[C:34]3[N:39]=[CH:38][CH:37]=[CH:36][N:35]=3)[CH:20]=[CH:21][CH:22]=2)[C:17]([CH2:40][CH2:41][C:42]([OH:44])=[O:43])=[N:16]1)=O)(C)(C)C. Product: [N:39]1[CH:38]=[CH:37][CH:36]=[N:35][C:34]=1[C:26]1[O:27][C:28]2=[CH:29][N:30]=[CH:31][CH:32]=[C:33]2[C:25]=1[NH:24][C:19]1[CH:20]=[CH:21][CH:22]=[C:23]2[C:18]=1[C:17]([CH2:40][CH2:41][C:42]([OH:44])=[O:43])=[N:16][NH:15]2. The catalyst class is: 4. (9) Reactant: [N+:1]([C:4]1[CH:11]=[CH:10][C:7]([CH2:8]O)=[CH:6][C:5]=1[O:12][CH3:13])([O-:3])=[O:2].C1(P(C2C=CC=CC=2)C2C=CC=CC=2)C=CC=CC=1.[C:33]1(=[O:43])[NH:37][C:36](=[O:38])[C:35]2=[CH:39][CH:40]=[CH:41][CH:42]=[C:34]12. Product: [CH3:13][O:12][C:5]1[CH:6]=[C:7]([CH:10]=[CH:11][C:4]=1[N+:1]([O-:3])=[O:2])[CH2:8][N:37]1[C:33](=[O:43])[C:34]2[C:35](=[CH:39][CH:40]=[CH:41][CH:42]=2)[C:36]1=[O:38]. The catalyst class is: 1.